From a dataset of Catalyst prediction with 721,799 reactions and 888 catalyst types from USPTO. Predict which catalyst facilitates the given reaction. (1) Reactant: [C:1]([NH2:9])(=[S:8])[C:2]1[CH:7]=[CH:6][CH:5]=[CH:4][CH:3]=1.[Cl:10][CH2:11][C:12]([CH2:14]Cl)=O.C1(C)C=CC=CC=1. Product: [Cl:10][CH2:11][C:12]1[N:9]=[C:1]([C:2]2[CH:7]=[CH:6][CH:5]=[CH:4][CH:3]=2)[S:8][CH:14]=1. The catalyst class is: 32. (2) Reactant: [NH2:1][C@@H:2]1[CH2:6][CH2:5][N:4]([C:7](OC(C)(C)C)=O)[CH2:3]1.C([N:16](CC)CC)C.[C:21]([C:23]1[CH:28]=[CH:27][CH:26]=[CH:25][C:24]=1[S:29](Cl)(=[O:31])=[O:30])#[N:22].CCN(C(C)C)C(C)C.BrC#N. Product: [C:21]([C:23]1[CH:28]=[CH:27][CH:26]=[CH:25][C:24]=1[S:29]([NH:1][C@@H:2]1[CH2:6][CH2:5][N:4]([C:7]#[N:16])[CH2:3]1)(=[O:31])=[O:30])#[N:22]. The catalyst class is: 20.